Dataset: Full USPTO retrosynthesis dataset with 1.9M reactions from patents (1976-2016). Task: Predict the reactants needed to synthesize the given product. (1) Given the product [F:16][C:2]([F:1])([F:15])[C:3]1[CH:4]=[CH:5][C:6]([C:9]2[CH:10]=[CH:11][N+:12]([O-:17])=[CH:13][CH:14]=2)=[CH:7][CH:8]=1, predict the reactants needed to synthesize it. The reactants are: [F:1][C:2]([F:16])([F:15])[C:3]1[CH:8]=[CH:7][C:6]([C:9]2[CH:14]=[CH:13][N:12]=[CH:11][CH:10]=2)=[CH:5][CH:4]=1.[OH:17]O. (2) The reactants are: [F:1][C:2]1[CH:23]=[CH:22][C:5]([CH2:6][N:7]2[CH2:11][CH2:10][N:9]([C:12]3[CH:13]=[C:14]([CH:18]=[CH:19][N:20]=3)[C:15]([OH:17])=O)[C:8]2=[O:21])=[CH:4][CH:3]=1.[CH3:24][N:25]1CCOCC1.ClC(OCC(C)C)=O.Cl.CN. Given the product [F:1][C:2]1[CH:23]=[CH:22][C:5]([CH2:6][N:7]2[CH2:11][CH2:10][N:9]([C:12]3[CH:13]=[C:14]([CH:18]=[CH:19][N:20]=3)[C:15]([NH:25][CH3:24])=[O:17])[C:8]2=[O:21])=[CH:4][CH:3]=1, predict the reactants needed to synthesize it. (3) The reactants are: [Cl:1][C:2]1[O:6][C:5]([CH2:7][C:8](OC)=[O:9])=[C:4]([C:12](OC)=[O:13])[CH:3]=1.[AlH4-].[Li+].C1COCC1. Given the product [Cl:1][C:2]1[O:6][C:5]([CH2:7][CH2:8][OH:9])=[C:4]([CH2:12][OH:13])[CH:3]=1, predict the reactants needed to synthesize it. (4) Given the product [CH3:1][C:2]1[CH:7]=[C:6]([NH2:8])[CH:5]=[C:4]([C:11]2[CH:16]=[CH:15][CH:14]=[CH:13][CH:12]=2)[CH:3]=1, predict the reactants needed to synthesize it. The reactants are: [CH3:1][C:2]1[CH:3]=[C:4]([C:11]2[CH:16]=[CH:15][CH:14]=[CH:13][CH:12]=2)[CH:5]=[C:6]([N+:8]([O-])=O)[CH:7]=1.ClCCl. (5) Given the product [CH2:31]([O:38][C:39]1[CH:44]=[C:43]([OH:48])[CH:42]=[C:41]([F:46])[C:40]=1[F:47])[C:32]1[CH:37]=[CH:36][CH:35]=[CH:34][CH:33]=1, predict the reactants needed to synthesize it. The reactants are: C(P(C(C)(C)C)C1C=CC=CC=1C1C(C(C)C)=CC(C(C)C)=CC=1C(C)C)(C)(C)C.[CH2:31]([O:38][C:39]1[CH:44]=[C:43](Br)[CH:42]=[C:41]([F:46])[C:40]=1[F:47])[C:32]1[CH:37]=[CH:36][CH:35]=[CH:34][CH:33]=1.[O:48]1CCOCC1.